This data is from Forward reaction prediction with 1.9M reactions from USPTO patents (1976-2016). The task is: Predict the product of the given reaction. (1) Given the reactants [C:1](=[O:21])(OC1C=CC([N+]([O-])=O)=CC=1)[O:2][CH2:3][C:4]1[CH:5]=[N:6][C:7]([CH3:10])=[CH:8][CH:9]=1.CCN(C(C)C)C(C)C.[NH:31]1[CH2:36][CH2:35][O:34][CH2:33][CH2:32]1, predict the reaction product. The product is: [N:31]1([C:1]([O:2][CH2:3][C:4]2[CH:5]=[N:6][C:7]([CH3:10])=[CH:8][CH:9]=2)=[O:21])[CH2:36][CH2:35][O:34][CH2:33][CH2:32]1. (2) Given the reactants [Cl:1][C:2]1[CH:7]=[C:6]([C:8]#[C:9][C:10]2[N:11]=[C:12]([CH3:15])[NH:13][CH:14]=2)[CH:5]=[CH:4][N:3]=1.Cl[C:17]1[N:22]=[C:21]([O:23][CH3:24])[CH:20]=[CH:19][N:18]=1, predict the reaction product. The product is: [Cl:1][C:2]1[CH:7]=[C:6]([C:8]#[C:9][C:10]2[N:11]=[C:12]([CH3:15])[N:13]([C:17]3[N:22]=[C:21]([O:23][CH3:24])[CH:20]=[CH:19][N:18]=3)[CH:14]=2)[CH:5]=[CH:4][N:3]=1.